Predict the product of the given reaction. From a dataset of Forward reaction prediction with 1.9M reactions from USPTO patents (1976-2016). The product is: [CH3:22][O:23][C:24]1[CH:25]=[C:26]([CH:27]=[CH:6][C:5]2[CH:15]=[C:16]([O:20][CH3:21])[C:17]([O:18][CH3:19])=[C:3]([O:2][CH3:1])[CH:4]=2)[CH:29]=[CH:30][C:31]=1[O:32][CH3:33]. Given the reactants [CH3:1][O:2][C:3]1[CH:4]=[C:5]([CH:15]=[C:16]([O:20][CH3:21])[C:17]=1[O:18][CH3:19])[CH2:6]P(=O)(OCC)OCC.[CH3:22][O:23][C:24]1[CH:25]=[C:26]([CH:29]=[CH:30][C:31]=1[O:32][CH3:33])[CH:27]=O.[H-].[Na+], predict the reaction product.